This data is from Full USPTO retrosynthesis dataset with 1.9M reactions from patents (1976-2016). The task is: Predict the reactants needed to synthesize the given product. (1) Given the product [NH2:1][C:2]1[N:11]=[C:10]([O:12][CH2:13][C:14]([F:17])([F:16])[F:15])[C:9]2[C:4](=[CH:5][CH:6]=[C:7]([C:26]3[CH:27]=[CH:28][C:23]([NH:22][C:19](=[O:21])[CH3:20])=[CH:24][CH:25]=3)[CH:8]=2)[N:3]=1, predict the reactants needed to synthesize it. The reactants are: [NH2:1][C:2]1[N:11]=[C:10]([O:12][CH2:13][C:14]([F:17])([F:16])[F:15])[C:9]2[C:4](=[CH:5][CH:6]=[C:7](Br)[CH:8]=2)[N:3]=1.[C:19]([NH:22][C:23]1[CH:28]=[CH:27][C:26](B(O)O)=[CH:25][CH:24]=1)(=[O:21])[CH3:20].FC1C=CC(C2C=C3C(=CC=2)N=CN=C3O)=CC=1. (2) Given the product [ClH:13].[CH2:29]([N:26]1[CH2:27][CH2:28][N:23]([S:20]([C:17]2[CH:16]=[CH:15][C:14]([C:6]3[C:5]4[C:9](=[CH:10][CH:11]=[C:3]([C:1]#[N:2])[CH:4]=4)[NH:8][C:7]=3[OH:12])=[N:19][CH:18]=2)(=[O:22])=[O:21])[CH2:24][CH2:25]1)[CH3:30], predict the reactants needed to synthesize it. The reactants are: [C:1]([C:3]1[CH:4]=[C:5]2[C:9](=[CH:10][CH:11]=1)[NH:8][C:7](=[O:12])[CH2:6]2)#[N:2].[Cl:13][C:14]1[N:19]=[CH:18][C:17]([S:20]([N:23]2[CH2:28][CH2:27][N:26]([CH2:29][CH3:30])[CH2:25][CH2:24]2)(=[O:22])=[O:21])=[CH:16][CH:15]=1.